Dataset: Peptide-MHC class I binding affinity with 185,985 pairs from IEDB/IMGT. Task: Regression. Given a peptide amino acid sequence and an MHC pseudo amino acid sequence, predict their binding affinity value. This is MHC class I binding data. (1) The peptide sequence is YTYEAYVRYPE. The MHC is Mamu-A01 with pseudo-sequence Mamu-A01. The binding affinity (normalized) is 0.250. (2) The peptide sequence is ETDLNQWMV. The MHC is HLA-A02:01 with pseudo-sequence HLA-A02:01. The binding affinity (normalized) is 0.529. (3) The binding affinity (normalized) is 0.170. The MHC is HLA-A68:02 with pseudo-sequence HLA-A68:02. The peptide sequence is DVKVLAARL. (4) The peptide sequence is AQQFANVISK. The MHC is HLA-A11:01 with pseudo-sequence HLA-A11:01. The binding affinity (normalized) is 0.909. (5) The peptide sequence is STSNGLITS. The MHC is HLA-A02:01 with pseudo-sequence HLA-A02:01. The binding affinity (normalized) is 0. (6) The peptide sequence is RPDTRHLRV. The MHC is HLA-B51:01 with pseudo-sequence HLA-B51:01. The binding affinity (normalized) is 0.